From a dataset of Forward reaction prediction with 1.9M reactions from USPTO patents (1976-2016). Predict the product of the given reaction. (1) Given the reactants [Cl:1][C:2]1[CH:7]=[C:6]([N+:8]([O-:10])=[O:9])[CH:5]=[CH:4][C:3]=1[OH:11].[F:12][C:13]1[CH:14]=[C:15]([CH:18]=[CH:19][CH:20]=1)[CH2:16]Cl.C(=O)([O-])[O-].[K+].[K+].O, predict the reaction product. The product is: [Cl:1][C:2]1[CH:7]=[C:6]([N+:8]([O-:10])=[O:9])[CH:5]=[CH:4][C:3]=1[O:11][CH2:16][C:15]1[CH:18]=[CH:19][CH:20]=[C:13]([F:12])[CH:14]=1. (2) Given the reactants [C:1](=[O:12])(OC(Cl)(Cl)Cl)OC(Cl)(Cl)Cl.[NH:13]1[CH2:18][CH2:17][S:16][CH2:15][CH2:14]1.[C@H:19]1([NH:28][C:29]2[CH:38]=[CH:37][C:36]3[C:31](=[CH:32][CH:33]=[C:34]([NH2:39])[CH:35]=3)[N:30]=2)[C:27]2[C:22](=[CH:23][CH:24]=[CH:25][CH:26]=2)[CH2:21][CH2:20]1, predict the reaction product. The product is: [C@H:19]1([NH:28][C:29]2[CH:38]=[CH:37][C:36]3[C:31](=[CH:32][CH:33]=[C:34]([NH:39][C:1]([N:13]4[CH2:18][CH2:17][S:16][CH2:15][CH2:14]4)=[O:12])[CH:35]=3)[N:30]=2)[C:27]2[C:22](=[CH:23][CH:24]=[CH:25][CH:26]=2)[CH2:21][CH2:20]1. (3) Given the reactants P(Cl)(Cl)(Cl)(Cl)Cl.[Cl:7][S:8]([OH:11])(=O)=[O:9].[Cl:12][C:13]1[O:14][CH:15]=[CH:16][CH:17]=1, predict the reaction product. The product is: [Cl:12][C:13]1[O:14][C:15]([S:8]([Cl:7])(=[O:11])=[O:9])=[CH:16][CH:17]=1. (4) Given the reactants C([O:8][C:9]1[CH:14]=[CH:13][N:12]([C:15]2[CH:23]=[CH:22][C:21]3[C:17](=[C:18]([CH3:25])[N:19]([CH3:24])[N:20]=3)[CH:16]=2)[C:11](=[O:26])[CH:10]=1)C1C=CC=CC=1, predict the reaction product. The product is: [CH3:24][N:19]1[C:18]([CH3:25])=[C:17]2[C:21]([CH:22]=[CH:23][C:15]([N:12]3[CH:13]=[CH:14][C:9]([OH:8])=[CH:10][C:11]3=[O:26])=[CH:16]2)=[N:20]1. (5) Given the reactants [CH2:1]([O:3][C:4]1[C:8]([C:9](=[N:11][O:12][CH3:13])[CH3:10])=[C:7]([OH:14])[N:6]([CH3:15])[N:5]=1)[CH3:2].[OH:16][NH:17]S(C1C=CC=CC=1S(C)(=O)=O)(=O)=O.C(=O)([O-])[O-].[K+].[K+].C(CN(CC(O)=O)CCN(CCN(CC(O)=O)CC(O)=O)CC(O)=O)(O)=O, predict the reaction product. The product is: [CH2:1]([O:3][C:4]1[C:8]([NH:17][OH:16])([C:9](=[N:11][O:12][CH3:13])[CH3:10])[C:7](=[O:14])[N:6]([CH3:15])[N:5]=1)[CH3:2].